This data is from Forward reaction prediction with 1.9M reactions from USPTO patents (1976-2016). The task is: Predict the product of the given reaction. (1) Given the reactants Cl[C:2]([O:4][C:5]1[CH:10]=[CH:9][C:8]([O:11][C:12]2[CH:17]=[CH:16][C:15]([C:18]([F:21])([F:20])[F:19])=[CH:14][CH:13]=2)=[CH:7][CH:6]=1)=[O:3].[Cl:22][C:23]1[CH:35]=[CH:34][C:26]([CH2:27][N:28]2[CH2:33][CH2:32][NH:31][CH2:30][CH2:29]2)=[CH:25][CH:24]=1.[K+].[Br-], predict the reaction product. The product is: [F:19][C:18]([F:21])([F:20])[C:15]1[CH:16]=[CH:17][C:12]([O:11][C:8]2[CH:9]=[CH:10][C:5]([O:4][C:2]([N:31]3[CH2:30][CH2:29][N:28]([CH2:27][C:26]4[CH:34]=[CH:35][C:23]([Cl:22])=[CH:24][CH:25]=4)[CH2:33][CH2:32]3)=[O:3])=[CH:6][CH:7]=2)=[CH:13][CH:14]=1. (2) Given the reactants [NH2:1][C@H:2]([C:10]([OH:12])=[O:11])[CH2:3][C:4]1[CH:9]=[CH:8][CH:7]=[CH:6][CH:5]=1.Cl[C:14]([O:16][CH2:17][C:18]1[CH:23]=[CH:22][CH:21]=[CH:20][CH:19]=1)=[O:15], predict the reaction product. The product is: [C:14]([NH:1][C@H:2]([C:10]([OH:12])=[O:11])[CH2:3][C:4]1[CH:9]=[CH:8][CH:7]=[CH:6][CH:5]=1)([O:16][CH2:17][C:18]1[CH:23]=[CH:22][CH:21]=[CH:20][CH:19]=1)=[O:15]. (3) Given the reactants C[O:2][C:3](=[O:12])[CH2:4][N:5]1[CH2:10][CH2:9][CH2:8][O:7][C:6]1=[O:11].O.CO.[OH-].[Na+], predict the reaction product. The product is: [O:11]=[C:6]1[N:5]([CH2:4][C:3]([OH:12])=[O:2])[CH2:10][CH2:9][CH2:8][O:7]1. (4) Given the reactants [Cl:1][C:2]1[C:7]([S:8]([CH3:11])(=[O:10])=[O:9])=[CH:6][C:5]([C:12]2[N:13]([C:33]([N:35]3[CH2:40][CH2:39][N:38]([CH2:41][CH2:42][CH2:43][S:44]([CH3:47])(=[O:46])=[O:45])[CH2:37][CH2:36]3)=[O:34])[C@@:14]([C:26]3[CH:31]=[CH:30][C:29]([Cl:32])=[CH:28][CH:27]=3)([CH3:25])[C@@:15]([C:18]3[CH:23]=[CH:22][C:21]([Cl:24])=[CH:20][CH:19]=3)([CH3:17])[N:16]=2)=[C:4]([OH:48])[CH:3]=1.I[CH:50]([CH2:52][CH3:53])[CH3:51], predict the reaction product. The product is: [CH:50]([O:48][C:4]1[CH:3]=[C:2]([Cl:1])[C:7]([S:8]([CH3:11])(=[O:9])=[O:10])=[CH:6][C:5]=1[C:12]1[N:13]([C:33]([N:35]2[CH2:40][CH2:39][N:38]([CH2:41][CH2:42][CH2:43][S:44]([CH3:47])(=[O:46])=[O:45])[CH2:37][CH2:36]2)=[O:34])[C@@:14]([C:26]2[CH:31]=[CH:30][C:29]([Cl:32])=[CH:28][CH:27]=2)([CH3:25])[C@@:15]([C:18]2[CH:19]=[CH:20][C:21]([Cl:24])=[CH:22][CH:23]=2)([CH3:17])[N:16]=1)([CH2:52][CH3:53])[CH3:51]. (5) Given the reactants [F:1][C:2]1[CH:7]=[CH:6][C:5]([F:8])=[CH:4][C:3]=1[CH:9]([S:20]([C:23]1[CH:28]=[CH:27][C:26]([F:29])=[CH:25][CH:24]=1)(=[O:22])=[O:21])[C:10]1[C:11]([CH3:19])=[CH:12]C(C(O)=O)=N[CH:15]=1.[NH2:30][CH2:31][CH2:32][OH:33].[OH:34]N1C2C=CC=CC=2N=N1.Cl.[CH2:45]([N:47]=C=NCCCN(C)C)[CH3:46], predict the reaction product. The product is: [F:1][C:2]1[CH:7]=[CH:6][C:5]([F:8])=[CH:4][C:3]=1[CH:9]([S:20]([C:23]1[CH:28]=[CH:27][C:26]([F:29])=[CH:25][CH:24]=1)(=[O:22])=[O:21])[C:10]1[C:11]([CH3:19])=[CH:12][C:31]([C:32]([NH:47][CH2:45][CH2:46][OH:34])=[O:33])=[N:30][CH:15]=1. (6) Given the reactants [F:1][C:2]1[CH:7]=[CH:6][CH:5]=[CH:4][C:3]=1[N:8]=[C:9]=[O:10].[NH2:11][C:12]1[C:13]2[C:20]([C:21]([C:23]3[CH:28]=[CH:27][N:26]=[C:25]([NH2:29])[CH:24]=3)=[O:22])=[CH:19][N:18]([CH:30]([CH3:32])[CH3:31])[C:14]=2[N:15]=[CH:16][N:17]=1, predict the reaction product. The product is: [NH2:11][C:12]1[C:13]2[C:20]([C:21]([C:23]3[CH:28]=[CH:27][N:26]=[C:25]([NH:29][C:9]([NH:8][C:3]4[CH:4]=[CH:5][CH:6]=[CH:7][C:2]=4[F:1])=[O:10])[CH:24]=3)=[O:22])=[CH:19][N:18]([CH:30]([CH3:32])[CH3:31])[C:14]=2[N:15]=[CH:16][N:17]=1. (7) Given the reactants [Cl:1][C:2]1[CH:7]=[CH:6][C:5]([C:8]2[CH:13]=[C:12]([CH:14]3[CH2:16][CH2:15]3)[N:11]3[N:17]=[CH:18][C:19]([C:20]#[CH:21])=[C:10]3[N:9]=2)=[CH:4][CH:3]=1.Br[C:23]1[CH:24]=[C:25]([S:29]([NH2:32])(=[O:31])=[O:30])[CH:26]=[N:27][CH:28]=1, predict the reaction product. The product is: [Cl:1][C:2]1[CH:7]=[CH:6][C:5]([C:8]2[CH:13]=[C:12]([CH:14]3[CH2:16][CH2:15]3)[N:11]3[N:17]=[CH:18][C:19]([C:20]#[C:21][C:23]4[CH:24]=[C:25]([S:29]([NH2:32])(=[O:31])=[O:30])[CH:26]=[N:27][CH:28]=4)=[C:10]3[N:9]=2)=[CH:4][CH:3]=1. (8) Given the reactants [C:1]([O:5][C:6]([CH:8]1[CH:14](C(O)=O)[CH2:13][CH:12]=[CH:11][CH2:10][N:9]1[S:18]([C:21]1[CH:26]=[CH:25][C:24]([O:27][CH3:28])=[CH:23][CH:22]=1)(=[O:20])=[O:19])=[O:7])([CH3:4])([CH3:3])[CH3:2].C([N:32]([CH2:36]CC)CCC)CC.C1(P(N=[N+]=[N-])(C2C=CC=CC=2)=[O:46])C=CC=CC=1.[CH2:56]([NH:63][CH2:64][C:65]1[CH:70]=[CH:69][CH:68]=[CH:67][CH:66]=1)[C:57]1[CH:62]=[CH:61][CH:60]=[CH:59][CH:58]=1, predict the reaction product. The product is: [C:1]([O:5][C:6]([CH:8]1[CH:14]([NH:32][C:36]([N:63]([CH2:56][C:57]2[CH:62]=[CH:61][CH:60]=[CH:59][CH:58]=2)[CH2:64][C:65]2[CH:70]=[CH:69][CH:68]=[CH:67][CH:66]=2)=[O:46])[CH2:13][CH:12]=[CH:11][CH2:10][N:9]1[S:18]([C:21]1[CH:22]=[CH:23][C:24]([O:27][CH3:28])=[CH:25][CH:26]=1)(=[O:19])=[O:20])=[O:7])([CH3:4])([CH3:3])[CH3:2].